Task: Predict the product of the given reaction.. Dataset: Forward reaction prediction with 1.9M reactions from USPTO patents (1976-2016) (1) Given the reactants Cl.N1C2C=CN=CC=2C=C1[CH:11]=[O:12].CC(OC([N:20]1[C:28]2[CH:27]=[CH:26][N:25]=[CH:24][C:23]=2[CH:22]=[C:21]1[CH:29]=[O:30])=O)(C)C.FC(F)(F)C(O)=O.[C-]#N.[Na+], predict the reaction product. The product is: [CH3:11][O:12][C:29]([C:21]1[NH:20][C:28]2[CH:27]=[CH:26][N:25]=[CH:24][C:23]=2[CH:22]=1)=[O:30]. (2) The product is: [CH3:27][C:20]1[N:21]=[CH:22][C:23]2[C:18]([CH:19]=1)=[C:17]([NH:16][C:14]([NH:13][CH:10]1[CH2:11][CH2:12][NH:8][CH2:9]1)=[O:15])[CH:26]=[CH:25][CH:24]=2. Given the reactants C([N:8]1[CH2:12][CH2:11][CH:10]([NH:13][C:14]([NH:16][C:17]2[CH:26]=[CH:25][CH:24]=[C:23]3[C:18]=2[CH:19]=[C:20]([CH3:27])[N:21]=[CH:22]3)=[O:15])[CH2:9]1)C1C=CC=CC=1.C([O-])=O.[NH4+], predict the reaction product. (3) Given the reactants [C:1]([O:5][C:6](=[O:15])[C:7]1[CH:12]=[CH:11][C:10](Br)=[C:9]([CH3:14])[CH:8]=1)([CH3:4])([CH3:3])[CH3:2], predict the reaction product. The product is: [C:1]([O:5][C:6](=[O:15])[C:7]1[CH:12]=[CH:11][CH:10]=[C:9]([CH3:14])[CH:8]=1)([CH3:4])([CH3:3])[CH3:2].